Dataset: Full USPTO retrosynthesis dataset with 1.9M reactions from patents (1976-2016). Task: Predict the reactants needed to synthesize the given product. (1) Given the product [CH2:1]([O:8][C:9]([N:11]1[CH2:17][CH2:16][CH2:15][CH2:14][C:13]2[CH:18]=[C:19]([N:22]3[CH2:26][CH:25]([CH2:27][N:34]=[N+:35]=[N-:36])[O:24][C:23]3=[O:33])[CH:20]=[CH:21][C:12]1=2)=[O:10])[C:2]1[CH:7]=[CH:6][CH:5]=[CH:4][CH:3]=1, predict the reactants needed to synthesize it. The reactants are: [CH2:1]([O:8][C:9]([N:11]1[CH2:17][CH2:16][CH2:15][CH2:14][C:13]2[CH:18]=[C:19]([N:22]3[CH2:26][CH:25]([CH2:27]OS(C)(=O)=O)[O:24][C:23]3=[O:33])[CH:20]=[CH:21][C:12]1=2)=[O:10])[C:2]1[CH:7]=[CH:6][CH:5]=[CH:4][CH:3]=1.[N-:34]=[N+:35]=[N-:36].[Na+]. (2) Given the product [CH2:24]([O:26][C:27](=[O:36])[CH2:28][S:29][C:30]1[S:34][C:33]([NH:35][C:8](=[O:10])[C:7]2[CH:11]=[C:12]([O:14][C:15]3[CH:20]=[CH:19][C:18]([F:21])=[CH:17][CH:16]=3)[CH:13]=[C:5]([O:4][CH:3]([CH2:2][F:1])[CH2:22][F:23])[CH:6]=2)=[N:32][CH:31]=1)[CH3:25], predict the reactants needed to synthesize it. The reactants are: [F:1][CH2:2][CH:3]([CH2:22][F:23])[O:4][C:5]1[CH:6]=[C:7]([CH:11]=[C:12]([O:14][C:15]2[CH:20]=[CH:19][C:18]([F:21])=[CH:17][CH:16]=2)[CH:13]=1)[C:8]([OH:10])=O.[CH2:24]([O:26][C:27](=[O:36])[CH2:28][S:29][C:30]1[S:34][C:33]([NH2:35])=[N:32][CH:31]=1)[CH3:25]. (3) Given the product [CH3:1][O:2][CH2:3][CH2:4][O:5][C:6]1[CH:11]=[CH:10][C:9]([C:12]2[N:13]=[C:14]3[CH:19]=[CH:18][C:17]([CH2:22][CH2:23][CH2:24][CH3:25])=[N:16][N:15]3[CH:21]=2)=[CH:8][CH:7]=1, predict the reactants needed to synthesize it. The reactants are: [CH3:1][O:2][CH2:3][CH2:4][O:5][C:6]1[CH:11]=[CH:10][C:9]([C:12]2[N:13]=[C:14]3[CH:19]=[CH:18][C:17](Cl)=[N:16][N:15]3[CH:21]=2)=[CH:8][CH:7]=1.[CH2:22]([Mg]Br)[CH2:23][CH2:24][CH3:25].BrCCCC.[Mg].II.[Cl-].[NH4+]. (4) Given the product [F:14][C:15]1[CH:20]=[C:19]([C:2]2[CH:7]=[CH:6][CH:5]=[CH:4][C:3]=2[C:8]2[CH:13]=[N:12][CH:11]=[CH:10][N:9]=2)[CH:18]=[CH:17][C:16]=1[C:30]1[N:31]=[CH:32][C:33]([NH2:36])=[N:34][CH:35]=1, predict the reactants needed to synthesize it. The reactants are: Cl[C:2]1[CH:7]=[CH:6][CH:5]=[CH:4][C:3]=1[C:8]1[CH:13]=[N:12][CH:11]=[CH:10][N:9]=1.[F:14][C:15]1[CH:20]=[C:19](B2OC(C)(C)C(C)(C)O2)[CH:18]=[CH:17][C:16]=1[C:30]1[N:31]=[CH:32][C:33]([NH2:36])=[N:34][CH:35]=1.